From a dataset of Catalyst prediction with 721,799 reactions and 888 catalyst types from USPTO. Predict which catalyst facilitates the given reaction. (1) Reactant: [F:1][C:2]1[CH:7]=[CH:6][C:5]([CH2:8][CH2:9][CH2:10][N:11]2[CH2:20][CH2:19][CH:18]3[CH:13]([CH:14]([NH2:21])[CH2:15][CH2:16][CH2:17]3)[CH2:12]2)=[CH:4][CH:3]=1.[C:22]([C:25]1[CH:26]=[C:27]([N:31]=[C:32]=[O:33])[CH:28]=[CH:29][CH:30]=1)(=[O:24])[CH3:23].CO. Product: [C:22]([C:25]1[CH:26]=[C:27]([NH:31][C:32]([NH:21][CH:14]2[CH:13]3[CH:18]([CH2:19][CH2:20][N:11]([CH2:10][CH2:9][CH2:8][C:5]4[CH:4]=[CH:3][C:2]([F:1])=[CH:7][CH:6]=4)[CH2:12]3)[CH2:17][CH2:16][CH2:15]2)=[O:33])[CH:28]=[CH:29][CH:30]=1)(=[O:24])[CH3:23]. The catalyst class is: 7. (2) Reactant: Cl[C:2]1[C:3]2[N:4]([CH:10]=[CH:11][CH:12]=2)[N:5]=[CH:6][C:7]=1[C:8]#[N:9].[Cl:13][C:14]1[CH:19]=[CH:18][CH:17]=[CH:16][C:15]=1[CH:20]([N:23]1[CH2:28][CH2:27][N:26]([CH3:29])[CH2:25][CH2:24]1)[CH2:21][NH2:22].CCN(C(C)C)C(C)C. Product: [Cl:13][C:14]1[CH:19]=[CH:18][CH:17]=[CH:16][C:15]=1[CH:20]([N:23]1[CH2:28][CH2:27][N:26]([CH3:29])[CH2:25][CH2:24]1)[CH2:21][NH:22][C:2]1[C:3]2[N:4]([CH:10]=[CH:11][CH:12]=2)[N:5]=[CH:6][C:7]=1[C:8]#[N:9]. The catalyst class is: 3. (3) Reactant: C(OC([N:8](C(OC(C)(C)C)=O)[C:9]1[N:10]=[CH:11][C:12]([N:26]2[CH2:41][CH2:40][C:28]3([CH2:32][CH2:31][N:30](C(OC(C)(C)C)=O)[CH2:29]3)[CH2:27]2)=[N:13][C:14]=1[C:15]1[O:16][C:17]([C:20]2[CH:25]=[CH:24][CH:23]=[CH:22][CH:21]=2)=[N:18][N:19]=1)=O)(C)(C)C.Cl. Product: [C:20]1([C:17]2[O:16][C:15]([C:14]3[C:9]([NH2:8])=[N:10][CH:11]=[C:12]([N:26]4[CH2:41][CH2:40][C:28]5([CH2:32][CH2:31][NH:30][CH2:29]5)[CH2:27]4)[N:13]=3)=[N:19][N:18]=2)[CH:21]=[CH:22][CH:23]=[CH:24][CH:25]=1. The catalyst class is: 12.